From a dataset of M1 muscarinic receptor antagonist screen with 61,756 compounds. Binary Classification. Given a drug SMILES string, predict its activity (active/inactive) in a high-throughput screening assay against a specified biological target. (1) The compound is O=c1n(c2c(n1CC=C)ccc(c2)C)CC=C. The result is 0 (inactive). (2) The molecule is S(C1CC(=O)N(C1=O)c1ccccc1)c1nc2CCCCc2c(n1)C. The result is 0 (inactive). (3) The drug is O(C(=O)C=1C(n2[nH]cnc2=NC1C)c1ncccc1)C. The result is 0 (inactive).